From a dataset of Peptide-MHC class II binding affinity with 134,281 pairs from IEDB. Regression. Given a peptide amino acid sequence and an MHC pseudo amino acid sequence, predict their binding affinity value. This is MHC class II binding data. (1) The peptide sequence is EAGKESCFCYFDCSK. The MHC is DRB3_0101 with pseudo-sequence DRB3_0101. The binding affinity (normalized) is 0.418. (2) The peptide sequence is SKKDKFVAANAGGTV. The MHC is HLA-DQA10101-DQB10501 with pseudo-sequence HLA-DQA10101-DQB10501. The binding affinity (normalized) is 0. (3) The peptide sequence is KCIEWEKAAHGA. The MHC is DRB1_0101 with pseudo-sequence DRB1_0101. The binding affinity (normalized) is 0.724. (4) The peptide sequence is AQGKTLGVNMVRRGV. The MHC is H-2-IAb with pseudo-sequence H-2-IAb. The binding affinity (normalized) is 0.0662. (5) The peptide sequence is YDKRLANVSTVLTGK. The MHC is DRB1_1101 with pseudo-sequence DRB1_1101. The binding affinity (normalized) is 0.483. (6) The peptide sequence is HTLMSIVSSLHLSIR. The MHC is DRB4_0101 with pseudo-sequence DRB4_0103. The binding affinity (normalized) is 0.704.